Dataset: Reaction yield outcomes from USPTO patents with 853,638 reactions. Task: Predict the reaction yield, written as a fraction of the theoretical maximum amount of product (1.0 means a 100% yield; for example, 0.34 means a 34% yield). (1) The reactants are [N:1]1[CH:6]=[CH:5][CH:4]=[C:3](B(O)O)[CH:2]=1.P([O-])([O-])([O-])=O.[K+].[K+].[K+].Cl[C:19]1[CH:24]=[CH:23][CH:22]=[CH:21][N:20]=1.CCOC(C)=O. The catalyst is [Cl-].[Na+].O.C1C=CC(/C=C/C(/C=C/C2C=CC=CC=2)=O)=CC=1.C1C=CC(/C=C/C(/C=C/C2C=CC=CC=2)=O)=CC=1.C1C=CC(/C=C/C(/C=C/C2C=CC=CC=2)=O)=CC=1.[Pd].[Pd].COC1C=CC=C(OC)C=1C1C=CC=CC=1P(C1CCCCC1)C1CCCCC1. The product is [N:1]1[CH:6]=[CH:5][CH:4]=[CH:3][C:2]=1[C:24]1[CH:19]=[N:20][CH:21]=[CH:22][CH:23]=1. The yield is 0.880. (2) The reactants are [S-:1][C:2]#[N:3].[K+].[F:5][CH:6]([F:15])[O:7][C:8]1[N:13]=[CH:12][C:11]([NH2:14])=[CH:10][CH:9]=1.BrBr.O. The catalyst is C(O)(=O)C. The product is [F:15][CH:6]([F:5])[O:7][C:8]1[N:13]=[C:12]2[S:1][C:2]([NH2:3])=[N:14][C:11]2=[CH:10][CH:9]=1. The yield is 0.361. (3) The reactants are [CH2:1]([O:8][C@H:9]1[C@H:13]([O:14][CH2:15][C:16]2[CH:21]=[CH:20][CH:19]=[CH:18][CH:17]=2)[C@@H:12]([CH2:22][O:23][CH2:24][C:25]2[CH:30]=[CH:29][CH:28]=[CH:27][CH:26]=2)[N:11]([C:31]([O:33][C:34]([CH3:37])([CH3:36])[CH3:35])=[O:32])[C@@H:10]1[CH2:38][C:39]([OH:41])=O)[C:2]1[CH:7]=[CH:6][CH:5]=[CH:4][CH:3]=1.CN.Cl.C[CH2:46][N:47](C(C)C)C(C)C.C[NH3+].F[P-](F)(F)(F)(F)F.N1(OC(N(C)C)=[N+](C)C)C2N=CC=CC=2N=N1.F[P-](F)(F)(F)(F)F. The catalyst is CN(C=O)C.[Cl-].[Na+].O. The product is [CH2:15]([O:14][C@H:13]1[C@H:9]([O:8][CH2:1][C:2]2[CH:7]=[CH:6][CH:5]=[CH:4][CH:3]=2)[C@@H:10]([CH2:38][C:39]([NH:47][CH3:46])=[O:41])[N:11]([C:31]([O:33][C:34]([CH3:36])([CH3:37])[CH3:35])=[O:32])[C@@H:12]1[CH2:22][O:23][CH2:24][C:25]1[CH:30]=[CH:29][CH:28]=[CH:27][CH:26]=1)[C:16]1[CH:21]=[CH:20][CH:19]=[CH:18][CH:17]=1. The yield is 1.00. (4) The reactants are Br[C:2]1[CH:18]=[CH:17][C:5]([O:6][CH:7]([CH3:16])[CH2:8][NH:9][S:10]([CH:13]([CH3:15])[CH3:14])(=[O:12])=[O:11])=[CH:4][CH:3]=1.[CH3:19][C:20]1[CH:25]=[CH:24][C:23](B(O)O)=[CH:22][CH:21]=1.C(=O)([O-])[O-].[Na+].[Na+]. The catalyst is Cl[Pd](Cl)([P](C1C=CC=CC=1)(C1C=CC=CC=1)C1C=CC=CC=1)[P](C1C=CC=CC=1)(C1C=CC=CC=1)C1C=CC=CC=1.COCCOC. The product is [CH3:14][CH:13]([S:10]([NH:9][CH2:8][CH:7]([O:6][C:5]1[CH:17]=[CH:18][C:2]([C:23]2[CH:24]=[CH:25][C:20]([CH3:19])=[CH:21][CH:22]=2)=[CH:3][CH:4]=1)[CH3:16])(=[O:12])=[O:11])[CH3:15]. The yield is 0.160.